Dataset: Catalyst prediction with 721,799 reactions and 888 catalyst types from USPTO. Task: Predict which catalyst facilitates the given reaction. (1) Reactant: Br[C:2]1[N:6]2[N:7]=[C:8]([Cl:11])[CH:9]=[CH:10][C:5]2=[N:4][CH:3]=1.CC[Mg+].[Br-].[F:16][C:17]1[C:26]([CH:27]=[O:28])=[C:25]([F:29])[CH:24]=[C:23]2[C:18]=1[CH:19]=[CH:20][CH:21]=[N:22]2. Product: [Cl:11][C:8]1[CH:9]=[CH:10][C:5]2[N:6]([C:2]([CH:27]([C:26]3[C:17]([F:16])=[C:18]4[C:23](=[CH:24][C:25]=3[F:29])[N:22]=[CH:21][CH:20]=[CH:19]4)[OH:28])=[CH:3][N:4]=2)[N:7]=1. The catalyst class is: 1. (2) Reactant: [F:1][C:2]1[CH:3]=[C:4]([CH:7]=[C:8]([OH:10])[CH:9]=1)[C:5]#N.[H-].C([Al+]CC(C)C)C(C)C.C[OH:22].O. Product: [F:1][C:2]1[CH:3]=[C:4]([CH:7]=[C:8]([OH:10])[CH:9]=1)[CH:5]=[O:22]. The catalyst class is: 11. (3) Reactant: B.O1CCCC1.[CH:7]1[CH:12]=[C:11]([C:13]([F:16])([F:15])[F:14])[CH:10]=[C:9]([CH2:17][C@@H:18]([NH2:22])[C:19](O)=[O:20])[CH:8]=1. Product: [NH2:22][C@H:18]([CH2:17][C:9]1[CH:8]=[CH:7][CH:12]=[C:11]([C:13]([F:14])([F:15])[F:16])[CH:10]=1)[CH2:19][OH:20]. The catalyst class is: 7. (4) The catalyst class is: 1. Product: [C:12]([O:16][C:17]1[C:22]2[N:23]=[C:24]([O:26][CH:27]([CH3:29])[CH3:28])[S:25][C:21]=2[C:20]([C@@H:30]([OH:33])[CH2:31][Cl:32])=[CH:19][CH:18]=1)([CH3:13])([CH3:14])[CH3:15]. Reactant: N[C@@H]1C2C(=CC=CC=2)C[C@@H]1O.[C:12]([O:16][C:17]1[C:22]2[N:23]=[C:24]([O:26][CH:27]([CH3:29])[CH3:28])[S:25][C:21]=2[C:20]([C:30](=[O:33])[CH2:31][Cl:32])=[CH:19][CH:18]=1)([CH3:15])([CH3:14])[CH3:13]. (5) Reactant: C(N(CC)CC)C.[C:8]([C@H:12]1[CH2:17][CH2:16][C@H:15]([O:18][C:19]2[CH:20]=[C:21]3[C:26](=[CH:27][CH:28]=2)[N:25]=[C:24]([CH:29]=O)[CH:23]=[CH:22]3)[CH2:14][CH2:13]1)([CH3:11])([CH3:10])[CH3:9].Cl.[C:32]([O:36][C:37](=[O:41])[CH2:38][CH2:39][NH2:40])([CH3:35])([CH3:34])[CH3:33].ClCCCl.C(O[BH-](OC(=O)C)OC(=O)C)(=O)C.[Na+]. Product: [C:8]([C@H:12]1[CH2:17][CH2:16][C@H:15]([O:18][C:19]2[CH:20]=[C:21]3[C:26](=[CH:27][CH:28]=2)[N:25]=[C:24]([CH2:29][NH:40][CH2:39][CH2:38][C:37]([O:36][C:32]([CH3:35])([CH3:34])[CH3:33])=[O:41])[CH:23]=[CH:22]3)[CH2:14][CH2:13]1)([CH3:11])([CH3:10])[CH3:9]. The catalyst class is: 2. (6) Reactant: [F:1][C:2]1[CH:3]=[CH:4][C:5]([C:8]#[C:9][C@@H:10]2[CH2:15][CH2:14][C@@H:13]([CH3:16])[N:12](CC3C=CC(OC)=CC=3)[CH2:11]2)=[N:6][CH:7]=1.C(N(CC)CC)C.ClC(OC(Cl)C)=O.ClC(OCCCl)=O. Product: [F:1][C:2]1[CH:3]=[CH:4][C:5]([C:8]#[C:9][C@@H:10]2[CH2:15][CH2:14][C@@H:13]([CH3:16])[NH:12][CH2:11]2)=[N:6][CH:7]=1. The catalyst class is: 2. (7) Reactant: [CH3:1][O:2][C:3]1[C:8]([NH2:9])=[C:7]([O:10][CH3:11])[N:6]=[C:5]([NH:12][CH2:13][C:14]2[N:15]([CH2:19][O:20][CH2:21][CH2:22][Si:23]([CH3:26])([CH3:25])[CH3:24])[CH:16]=[CH:17][N:18]=2)[N:4]=1.[Br:27][C:28]1[S:29][CH:30]=[C:31]([C:33](O)=[O:34])[N:32]=1.C(N(CC)CC)C.CN(C(ON1N=NC2C=CC=CC1=2)=[N+](C)C)C.F[P-](F)(F)(F)(F)F. Product: [Br:27][C:28]1[S:29][CH:30]=[C:31]([C:33]([NH:9][C:8]2[C:3]([O:2][CH3:1])=[N:4][C:5]([NH:12][CH2:13][C:14]3[N:15]([CH2:19][O:20][CH2:21][CH2:22][Si:23]([CH3:24])([CH3:26])[CH3:25])[CH:16]=[CH:17][N:18]=3)=[N:6][C:7]=2[O:10][CH3:11])=[O:34])[N:32]=1. The catalyst class is: 4. (8) Reactant: [I:1][C:2]1[CH:7]=[CH:6][N:5]=[C:4]2[N:8](C(=O)C)[CH:9]=[CH:10][C:3]=12.[OH-].[Na+]. Product: [I:1][C:2]1[CH:7]=[CH:6][N:5]=[C:4]2[NH:8][CH:9]=[CH:10][C:3]=12. The catalyst class is: 1.